This data is from Peptide-MHC class I binding affinity with 185,985 pairs from IEDB/IMGT. The task is: Regression. Given a peptide amino acid sequence and an MHC pseudo amino acid sequence, predict their binding affinity value. This is MHC class I binding data. (1) The peptide sequence is EIARIENEM. The MHC is HLA-A02:03 with pseudo-sequence HLA-A02:03. The binding affinity (normalized) is 0.00401. (2) The peptide sequence is RQFPTAFAF. The MHC is Mamu-B52 with pseudo-sequence Mamu-B52. The binding affinity (normalized) is 0.676. (3) The peptide sequence is SFRRFVNKL. The MHC is HLA-B08:01 with pseudo-sequence HLA-B08:01. The binding affinity (normalized) is 0.331. (4) The MHC is H-2-Db with pseudo-sequence H-2-Db. The peptide sequence is VNLRNTSPV. The binding affinity (normalized) is 0.711.